From a dataset of Full USPTO retrosynthesis dataset with 1.9M reactions from patents (1976-2016). Predict the reactants needed to synthesize the given product. (1) Given the product [CH2:24]([O:23][C:21](=[O:22])[CH2:20][O:19][CH2:18][CH2:17][O:16][CH:4]([N:1]=[N+:2]=[N-:3])[CH2:5][O:6][C:7]1[CH:15]=[CH:14][CH:13]=[C:9]([C:10](=[O:12])[NH:51][CH2:52][CH2:53][NH:54][C:55](=[O:60])[C:56]([F:59])([F:58])[F:57])[CH:8]=1)[CH3:25], predict the reactants needed to synthesize it. The reactants are: [N:1]([CH:4]([O:16][CH2:17][CH2:18][O:19][CH2:20][C:21]([O:23][CH2:24][CH3:25])=[O:22])[CH2:5][O:6][C:7]1[CH:8]=[C:9]([CH:13]=[CH:14][CH:15]=1)[C:10]([OH:12])=O)=[N+:2]=[N-:3].C1C(=O)N(OC(ON2C(=O)CCC2=O)=O)C(=O)C1.FC(F)(F)C(O)=O.[NH2:51][CH2:52][CH2:53][NH:54][C:55](=[O:60])[C:56]([F:59])([F:58])[F:57].C(N(C(C)C)CC)(C)C. (2) Given the product [O:23]1[C:19]2[CH:18]=[CH:17][CH:16]=[C:15]([NH:14][C:13]3[C:12]4[C:7](=[C:8]([CH3:27])[N:9]=[C:10]([C:24]([N:28]5[CH2:33][CH2:32][O:31][CH2:30][CH2:29]5)=[O:25])[CH:11]=4)[N:6]=[CH:5][C:4]=3[C:2]([NH2:1])=[O:3])[C:20]=2[CH2:21][CH2:22]1, predict the reactants needed to synthesize it. The reactants are: [NH2:1][C:2]([C:4]1[CH:5]=[N:6][C:7]2[C:12]([C:13]=1[NH:14][C:15]1[C:20]3[CH2:21][CH2:22][O:23][C:19]=3[CH:18]=[CH:17][CH:16]=1)=[CH:11][C:10]([C:24](O)=[O:25])=[N:9][C:8]=2[CH3:27])=[O:3].[NH:28]1[CH2:33][CH2:32][O:31][CH2:30][CH2:29]1.C(N(CC)C(C)C)(C)C.